This data is from Forward reaction prediction with 1.9M reactions from USPTO patents (1976-2016). The task is: Predict the product of the given reaction. (1) Given the reactants BrC1C(OC)=C(C)C(O)=C(C=1)C=O.[CH2:14]([C:16]1[C:17]([O:27]C)=[C:18]([C:21]([CH3:26])=[CH:22][C:23]=1[O:24][CH3:25])[CH:19]=[O:20])[CH3:15].B(Cl)(Cl)Cl.C(Cl)Cl, predict the reaction product. The product is: [CH2:14]([C:16]1[C:17]([OH:27])=[C:18]([C:21]([CH3:26])=[CH:22][C:23]=1[O:24][CH3:25])[CH:19]=[O:20])[CH3:15]. (2) Given the reactants [CH3:1][C:2]1[N:11]=[CH:10][CH:9]=[CH:8][C:3]=1[C:4]([O:6]C)=[O:5].[ClH:12], predict the reaction product. The product is: [ClH:12].[CH3:1][C:2]1[N:11]=[CH:10][CH:9]=[CH:8][C:3]=1[C:4]([OH:6])=[O:5]. (3) Given the reactants [CH3:1][CH:2]([C:16]([O-:18])=[O:17])[C:3]1[CH:8]=[CH:7][C:6]([CH2:9][CH:10]2[C:14](=[O:15])[CH2:13][CH2:12][CH2:11]2)=[CH:5][CH:4]=1.O.O.[Na+].C(O)CC(O)C.C(O)C, predict the reaction product. The product is: [CH3:1][CH:2]([C:16]([OH:18])=[O:17])[C:3]1[CH:4]=[CH:5][C:6]([CH2:9][CH:10]2[C:14](=[O:15])[CH2:13][CH2:12][CH2:11]2)=[CH:7][CH:8]=1. (4) Given the reactants [Br:1][C:2]1[C:3]([CH3:11])=[C:4]([CH:8]=[CH:9][CH:10]=1)[C:5](O)=[O:6].CO, predict the reaction product. The product is: [Br:1][C:2]1[C:3]([CH3:11])=[C:4]([CH2:5][OH:6])[CH:8]=[CH:9][CH:10]=1. (5) Given the reactants [NH2:1][C:2]1[S:3][CH:4]=[N:5][N:6]=1.[CH3:7][O:8][C:9]1[CH:16]=[C:15]([O:17][CH3:18])[CH:14]=[CH:13][C:10]=1[CH:11]=O.C(O[BH-](OC(=O)C)OC(=O)C)(=O)C.[Na+], predict the reaction product. The product is: [CH3:7][O:8][C:9]1[CH:16]=[C:15]([O:17][CH3:18])[CH:14]=[CH:13][C:10]=1[CH2:11][NH:1][C:2]1[S:3][CH:4]=[N:5][N:6]=1.